From a dataset of Forward reaction prediction with 1.9M reactions from USPTO patents (1976-2016). Predict the product of the given reaction. (1) Given the reactants C1(S([N:10]2[C:18]3[C:13](=[N:14][C:15]([C:27]4[CH:32]=[CH:31][C:30]([CH3:33])=[CH:29][CH:28]=4)=[C:16]([C:19]4[CH:26]=[CH:25][C:22]([C:23]#[N:24])=[CH:21][CH:20]=4)[CH:17]=3)[CH:12]=[CH:11]2)(=O)=O)C=CC=CC=1.[OH-].[Na+].Cl, predict the reaction product. The product is: [CH3:33][C:30]1[CH:29]=[CH:28][C:27]([C:15]2[N:14]=[C:13]3[CH:12]=[CH:11][NH:10][C:18]3=[CH:17][C:16]=2[C:19]2[CH:26]=[CH:25][C:22]([C:23]#[N:24])=[CH:21][CH:20]=2)=[CH:32][CH:31]=1. (2) The product is: [Cl:1][C:2]1[C:6]([NH:7][CH2:16][CH3:17])=[CH:5][N:4]([C:8]2[CH:9]=[N:10][CH:11]=[CH:12][CH:13]=2)[N:3]=1. Given the reactants [Cl:1][C:2]1[C:6]([NH2:7])=[CH:5][N:4]([C:8]2[CH:9]=[N:10][CH:11]=[CH:12][CH:13]=2)[N:3]=1.CO.[CH:16](=O)[CH3:17].[BH4-].[Na+], predict the reaction product. (3) Given the reactants [N:1]([CH2:4][C:5]1[CH:6]=[C:7]([C:11]2([CH3:16])[O:15][CH2:14][CH2:13][O:12]2)[CH:8]=[CH:9][CH:10]=1)=[N+]=[N-], predict the reaction product. The product is: [CH3:16][C:11]1([C:7]2[CH:6]=[C:5]([CH2:4][NH2:1])[CH:10]=[CH:9][CH:8]=2)[O:12][CH2:13][CH2:14][O:15]1. (4) Given the reactants [F:1][C:2]1[CH:3]=[CH:4][C:5]2[NH:9][C:8](=[O:10])[N:7]([CH:11]3[CH2:16][CH2:15][N:14]([C:17]4([CH3:29])[CH2:21][CH2:20][N:19]([C:22]([O:24][C:25](C)(C)[CH3:26])=[O:23])[CH2:18]4)[CH2:13][CH2:12]3)[C:6]=2[CH:30]=1.C(Cl)(=O)OCC, predict the reaction product. The product is: [F:1][C:2]1[CH:3]=[CH:4][C:5]2[NH:9][C:8](=[O:10])[N:7]([CH:11]3[CH2:12][CH2:13][N:14]([C:17]4([CH3:29])[CH2:21][CH2:20][N:19]([C:22]([O:24][CH2:25][CH3:26])=[O:23])[CH2:18]4)[CH2:15][CH2:16]3)[C:6]=2[CH:30]=1.